From a dataset of Forward reaction prediction with 1.9M reactions from USPTO patents (1976-2016). Predict the product of the given reaction. (1) Given the reactants Br[C:2]1[CH:3]=[N:4][CH:5]=[CH:6][CH:7]=1.[O:8]=[C:9]1[C@@H:16]2[C@@H:12]([CH2:13][N:14]([C:17]([O:19][C:20]([CH3:23])([CH3:22])[CH3:21])=[O:18])[CH2:15]2)[CH2:11][CH2:10]1, predict the reaction product. The product is: [C:20]([O:19][C:17]([N:14]1[CH2:15][CH:16]2[C:9]([OH:8])([C:2]3[CH:3]=[N:4][CH:5]=[CH:6][CH:7]=3)[CH2:10][CH2:11][CH:12]2[CH2:13]1)=[O:18])([CH3:23])([CH3:21])[CH3:22]. (2) Given the reactants [NH:1]1[CH2:4][CH:3]([NH:5][C:6](=[O:12])[O:7][C:8]([CH3:11])([CH3:10])[CH3:9])[CH2:2]1.[F:13][C:14]([F:29])([F:28])[C:15]1[CH:20]=[CH:19][C:18]([N:21]2[CH:25]=[CH:24][C:23]([CH:26]=O)=[CH:22]2)=[CH:17][CH:16]=1, predict the reaction product. The product is: [C:8]([O:7][C:6](=[O:12])[NH:5][CH:3]1[CH2:4][N:1]([CH2:26][C:23]2[CH:24]=[CH:25][N:21]([C:18]3[CH:19]=[CH:20][C:15]([C:14]([F:29])([F:13])[F:28])=[CH:16][CH:17]=3)[CH:22]=2)[CH2:2]1)([CH3:9])([CH3:11])[CH3:10]. (3) Given the reactants [C:1]([C:4]1[C:5](=[O:15])[NH:6][C:7]2[C:12]([C:13]=1[OH:14])=[CH:11][CH:10]=[CH:9][CH:8]=2)(=[O:3])[CH3:2].[Cl:16][C:17]1[CH:18]=[C:19]([CH:22]=[CH:23][C:24]=1[O:25][C:26]([F:29])([F:28])[F:27])[CH:20]=O.N1C=CC=CC=1.N1CCCCC1, predict the reaction product. The product is: [OH:14][C:13]1[C:12]2[C:7](=[CH:8][CH:9]=[CH:10][CH:11]=2)[NH:6][C:5](=[O:15])[C:4]=1[C:1](=[O:3])[CH:2]=[CH:20][C:19]1[CH:22]=[CH:23][C:24]([O:25][C:26]([F:27])([F:28])[F:29])=[C:17]([Cl:16])[CH:18]=1. (4) Given the reactants [Br:1][C:2]1[CH:7]=[C:6](Cl)[CH:5]=[CH:4][C:3]=1[NH2:9].[C:10]([C:14]1[CH:19]=[CH:18][C:17]([S:20](Cl)(=[O:22])=[O:21])=[CH:16][CH:15]=1)([CH3:13])([CH3:12])[CH3:11].Cl.N1C=CC=C[CH:26]=1, predict the reaction product. The product is: [Br:1][C:2]1[CH:7]=[C:6]([CH3:26])[CH:5]=[CH:4][C:3]=1[NH:9][S:20]([C:17]1[CH:18]=[CH:19][C:14]([C:10]([CH3:13])([CH3:12])[CH3:11])=[CH:15][CH:16]=1)(=[O:22])=[O:21].